From a dataset of Reaction yield outcomes from USPTO patents with 853,638 reactions. Predict the reaction yield, written as a fraction of the theoretical maximum amount of product (1.0 means a 100% yield; for example, 0.34 means a 34% yield). (1) The reactants are OO.[CH3:3][N:4]([CH3:21])[CH:5]1[CH2:20][C:19]2[C:7](=[CH:8][C:9]3[N+:14]([O-:15])=[N:13][C:12]([CH2:16][CH3:17])=[N:11][C:10]=3[CH:18]=2)[CH2:6]1.C(O)(C(F)(F)F)=[O:23].N. The catalyst is C(Cl)Cl.C(Cl)(Cl)Cl. The product is [CH3:21][N:4]([CH3:3])[CH:5]1[CH2:20][C:19]2[C:7](=[CH:8][C:9]3[N+:14]([O-:15])=[N:13][C:12]([CH2:16][CH3:17])=[N+:11]([O-:23])[C:10]=3[CH:18]=2)[CH2:6]1. The yield is 0.210. (2) The reactants are C([O:3][C:4](=[O:30])[CH2:5][CH2:6][C:7]1[N:8]=[C:9]([NH:12][C:13]([NH:15][C:16]2[CH:21]=[CH:20][C:19]([CH3:22])=[CH:18][C:17]=2[C:23]([CH:25]2[CH2:29][CH2:28][CH2:27][CH2:26]2)=[O:24])=[O:14])[S:10][CH:11]=1)C. The catalyst is [Li+].[OH-]. The product is [CH:25]1([C:23]([C:17]2[CH:18]=[C:19]([CH3:22])[CH:20]=[CH:21][C:16]=2[NH:15][C:13](=[O:14])[NH:12][C:9]2[S:10][CH:11]=[C:7]([CH2:6][CH2:5][C:4]([OH:30])=[O:3])[N:8]=2)=[O:24])[CH2:29][CH2:28][CH2:27][CH2:26]1. The yield is 0.880.